Dataset: Catalyst prediction with 721,799 reactions and 888 catalyst types from USPTO. Task: Predict which catalyst facilitates the given reaction. (1) Reactant: C(O)(=O)C(O)=O.[CH2:7]([C:9]1[C:10]([NH2:14])=[N:11][NH:12][CH:13]=1)[CH3:8].[C:15]([O:19][C:20]([N:22]1[CH2:25][C:24](=[CH:26][C:27]#[N:28])[CH2:23]1)=[O:21])([CH3:18])([CH3:17])[CH3:16].C1CCN2C(=NCCC2)CC1. The catalyst class is: 23. Product: [C:15]([O:19][C:20]([N:22]1[CH2:23][C:24]([N:12]2[CH:13]=[C:9]([CH2:7][CH3:8])[C:10]([NH2:14])=[N:11]2)([CH2:26][C:27]#[N:28])[CH2:25]1)=[O:21])([CH3:18])([CH3:17])[CH3:16]. (2) Reactant: [CH2:1]([O:8][C:9]1[CH:10]=[C:11]([C:15]2[NH:16][C:17](=[O:25])[N:18]3[CH:23]=[CH:22][N:21]=[C:20](Cl)[C:19]=23)[CH:12]=[CH:13][CH:14]=1)[C:2]1[CH:7]=[CH:6][CH:5]=[CH:4][CH:3]=1.[NH3:26]. Product: [NH2:26][C:20]1[C:19]2[N:18]([C:17](=[O:25])[NH:16][C:15]=2[C:11]2[CH:12]=[CH:13][CH:14]=[C:9]([O:8][CH2:1][C:2]3[CH:7]=[CH:6][CH:5]=[CH:4][CH:3]=3)[CH:10]=2)[CH:23]=[CH:22][N:21]=1. The catalyst class is: 41. (3) Reactant: FC(F)(F)C(O)=O.C(OC(=O)[NH:14][C@@H:15]([CH2:30][N:31]1[CH2:36][C:35](=[O:37])[N:34]([C:38]2[CH:43]=[CH:42][CH:41]=[CH:40][C:39]=2[Cl:44])[CH2:33][C:32]1([CH3:46])[CH3:45])[C@@H:16]([OH:29])[CH2:17][C@H:18]([C:22](=[O:28])[NH:23][CH2:24][CH2:25][CH2:26][CH3:27])[CH:19]([CH3:21])[CH3:20])(C)(C)C.[C:48]([OH:55])(=[O:54])/[CH:49]=[CH:50]/[C:51]([OH:53])=[O:52].C(NC(=O)[C@H](C(C)C)C[C@H](O)[C@@H](N)CN1CC(=O)N(C2C=CC=CC=2Cl)CC1(C)C)CCC. Product: [C:48]([OH:55])(=[O:54])/[CH:49]=[CH:50]/[C:51]([OH:53])=[O:52].[CH2:24]([NH:23][C:22](=[O:28])[C@H:18]([CH:19]([CH3:21])[CH3:20])[CH2:17][C@H:16]([OH:29])[C@@H:15]([NH2:14])[CH2:30][N:31]1[CH2:36][C:35](=[O:37])[N:34]([C:38]2[CH:43]=[CH:42][CH:41]=[CH:40][C:39]=2[Cl:44])[CH2:33][C:32]1([CH3:45])[CH3:46])[CH2:25][CH2:26][CH3:27]. The catalyst class is: 61. (4) Product: [CH3:1][N:2]([CH3:23])[CH:3]1[CH2:4][CH2:5][CH:6]([N:9]([CH2:20][CH2:21][OH:22])[C:32](=[O:33])[O:34][C:35]([CH3:36])([CH3:37])[CH3:38])[CH2:7][CH2:8]1. Reactant: [CH3:1][N:2]([CH3:23])[CH:3]1[CH2:8][CH2:7][CH:6]([N:9]([CH2:20][CH2:21][OH:22])C(=O)OCC2C=CC=CC=2)[CH2:5][CH2:4]1.[C:32](O[C:32]([O:34][C:35]([CH3:38])([CH3:37])[CH3:36])=[O:33])([O:34][C:35]([CH3:38])([CH3:37])[CH3:36])=[O:33]. The catalyst class is: 43. (5) Reactant: [F:1][C:2]1[CH:7]=[CH:6][C:5]([CH2:8][CH2:9][CH2:10][N:11]=[N+]=[N-])=[CH:4][CH:3]=1. Product: [F:1][C:2]1[CH:3]=[CH:4][C:5]([CH2:8][CH2:9][CH2:10][NH2:11])=[CH:6][CH:7]=1. The catalyst class is: 19. (6) Reactant: [CH3:1][C:2]1[C:3](=[O:9])[O:4][C:5]([CH3:8])(O)[CH:6]=1.[NH2:10][C:11]1[CH:16]=[CH:15][CH:14]=[CH:13][CH:12]=1. Product: [C:11]1([NH:10][C:5]2([CH3:8])[O:4][C:3](=[O:9])[C:2]([CH3:1])=[CH:6]2)[CH:16]=[CH:15][CH:14]=[CH:13][CH:12]=1. The catalyst class is: 11. (7) Reactant: [CH3:1][C:2]1([CH3:27])[CH2:11][CH2:10][C:9]2[C:8]([N:12]3[CH2:17][CH2:16]N(C)[CH2:14][CH2:13]3)=[N:7][C:6]3[S:19]C4C(=O)NC=[N:22][C:21]=4[C:5]=3[C:4]=2[CH2:3]1.N1CCCC1. Product: [SH:19][C:6]1[N:7]=[C:8]([N:12]2[CH2:13][CH2:14][CH2:16][CH2:17]2)[C:9]2[CH2:10][CH2:11][C:2]([CH3:1])([CH3:27])[CH2:3][C:4]=2[C:5]=1[C:21]#[N:22]. The catalyst class is: 8. (8) Reactant: C(OC(N1CCC2C3C=CC=CC=3NC=2CC1)=O)(C)(C)C.[CH3:22][N:23]([CH3:48])[C:24](=[O:47])[CH2:25][N:26]1[C:34]2[CH:33]=[CH:32][CH:31]=[CH:30][C:29]=2[C:28]2[CH2:35][CH2:36][N:37]([C:40]([O:42][C:43]([CH3:46])([CH3:45])[CH3:44])=[O:41])[CH2:38][CH2:39][C:27]1=2.[H-].[Na+].ClCC(N(C)C)=O.CCOC(C)=O. Product: [CH3:48][N:23]([CH3:22])[C:24](=[O:47])[CH2:25][N:26]1[C:34]2[CH:33]=[CH:32][CH:31]=[CH:30][C:29]=2[C:28]2[CH2:35][CH2:36][N:37]([C:40]([O:42][C:43]([CH3:44])([CH3:45])[CH3:46])=[O:41])[CH2:38][CH2:39][C:27]1=2. The catalyst class is: 3. (9) Reactant: [Cl-].O[NH3+:3].[C:4](=[O:7])([O-])[OH:5].[Na+].CS(C)=O.[CH3:13][O:14][C:15]1[CH:16]=[C:17]([C:23](=[O:53])[CH2:24][N:25]2[C:30](=[O:31])[C:29]3[CH:32]=[C:33]([CH2:35][CH3:36])[S:34][C:28]=3[N:27]([CH2:37][C:38]3[CH:43]=[CH:42][C:41]([C:44]4[C:45]([C:50]#[N:51])=[CH:46][CH:47]=[CH:48][CH:49]=4)=[CH:40][CH:39]=3)[C:26]2=[O:52])[CH:18]=[C:19]([O:21][CH3:22])[CH:20]=1. Product: [CH3:22][O:21][C:19]1[CH:18]=[C:17]([C:23](=[O:53])[CH2:24][N:25]2[C:30](=[O:31])[C:29]3[CH:32]=[C:33]([CH2:35][CH3:36])[S:34][C:28]=3[N:27]([CH2:37][C:38]3[CH:43]=[CH:42][C:41]([C:44]4[CH:49]=[CH:48][CH:47]=[CH:46][C:45]=4[C:50]4[NH:3][C:4](=[O:7])[O:5][N:51]=4)=[CH:40][CH:39]=3)[C:26]2=[O:52])[CH:16]=[C:15]([O:14][CH3:13])[CH:20]=1. The catalyst class is: 22.